Dataset: Catalyst prediction with 721,799 reactions and 888 catalyst types from USPTO. Task: Predict which catalyst facilitates the given reaction. Reactant: [OH:1][CH2:2][CH:3]1[CH:8]([NH:9][C:10](=[O:16])[O:11][C:12]([CH3:15])([CH3:14])[CH3:13])[CH2:7][CH2:6][O:5][CH2:4]1.[CH3:17][C:18]1[CH:19]=[N:20][N:21]([C:23]2[CH:28]=[CH:27][C:26](O)=[CH:25][CH:24]=2)[CH:22]=1.C1CCN(C(N=NC(N2CCCCC2)=O)=O)CC1.P(CCCC)(CCCC)CCCC. Product: [CH3:17][C:18]1[CH:19]=[N:20][N:21]([C:23]2[CH:24]=[CH:25][C:26]([O:1][CH2:2][CH:3]3[CH:8]([NH:9][C:10](=[O:16])[O:11][C:12]([CH3:13])([CH3:15])[CH3:14])[CH2:7][CH2:6][O:5][CH2:4]3)=[CH:27][CH:28]=2)[CH:22]=1. The catalyst class is: 11.